This data is from Catalyst prediction with 721,799 reactions and 888 catalyst types from USPTO. The task is: Predict which catalyst facilitates the given reaction. (1) Reactant: [CH2:1]([O:8][C:9]1[C:13]([CH:14]=O)=[CH:12][N:11]([C:16]2[CH:21]=[CH:20][CH:19]=[CH:18][CH:17]=2)[N:10]=1)[C:2]1[CH:7]=[CH:6][CH:5]=[CH:4][CH:3]=1.[S:22]1[CH2:26][C:25](=[O:27])[NH:24][C:23]1=[O:28].N1CCCCC1. Product: [CH2:1]([O:8][C:9]1[C:13](/[CH:14]=[C:26]2/[C:25](=[O:27])[NH:24][C:23](=[O:28])[S:22]/2)=[CH:12][N:11]([C:16]2[CH:21]=[CH:20][CH:19]=[CH:18][CH:17]=2)[N:10]=1)[C:2]1[CH:7]=[CH:6][CH:5]=[CH:4][CH:3]=1. The catalyst class is: 8. (2) Reactant: [NH2:1][C:2]1[CH:3]=[CH:4][C:5]([C:18]([F:21])([F:20])[F:19])=[C:6]([C:8]([N:10]2[CH2:15][CH2:14][N:13]([CH2:16][CH3:17])[CH2:12][CH2:11]2)=O)[CH:7]=1.B.C1COCC1. Product: [CH2:16]([N:13]1[CH2:14][CH2:15][N:10]([CH2:8][C:6]2[CH:7]=[C:2]([NH2:1])[CH:3]=[CH:4][C:5]=2[C:18]([F:19])([F:21])[F:20])[CH2:11][CH2:12]1)[CH3:17]. The catalyst class is: 1. (3) Reactant: N#N.[NH:3]1[C:7]2[CH:8]=[CH:9][CH:10]=[CH:11][C:6]=2[N:5]=[C:4]1[C@H:12]([NH:22][C:23]([N:25]1[CH:32]2[CH:28]([N:29](C(OC(C)(C)C)=O)[CH2:30][CH2:31]2)[CH2:27][CH2:26]1)=[O:24])[CH2:13][C:14]1[CH:19]=[CH:18][C:17]([O:20][CH3:21])=[CH:16][CH:15]=1.FC(F)(F)S(O[Si](C(C)(C)C)(C)C)(=O)=O. Product: [NH:3]1[C:7]2[CH:8]=[CH:9][CH:10]=[CH:11][C:6]=2[N:5]=[C:4]1[C@H:12]([NH:22][C:23]([N:25]1[CH2:26][CH2:27][CH:28]2[NH:29][CH2:30][CH2:31][CH:32]12)=[O:24])[CH2:13][C:14]1[CH:19]=[CH:18][C:17]([O:20][CH3:21])=[CH:16][CH:15]=1. The catalyst class is: 2. (4) Reactant: [S:1]1[C:5]([C:6]2[N:11]=[CH:10][C:9]3[CH:12]=[N:13][N:14]([C:15]4[N:20]=[C:19]([N:21]5[CH2:26][CH2:25][N:24](C(OC(C)(C)C)=O)[CH2:23][CH2:22]5)[CH:18]=[CH:17][CH:16]=4)[C:8]=3[CH:7]=2)=[CH:4][N:3]=[CH:2]1.O1CCOCC1. Product: [N:21]1([C:19]2[N:20]=[C:15]([N:14]3[C:8]4[CH:7]=[C:6]([C:5]5[S:1][CH:2]=[N:3][CH:4]=5)[N:11]=[CH:10][C:9]=4[CH:12]=[N:13]3)[CH:16]=[CH:17][CH:18]=2)[CH2:22][CH2:23][NH:24][CH2:25][CH2:26]1. The catalyst class is: 33. (5) Reactant: [CH3:1][N:2]1[C:6]([CH2:7][CH2:8][C:9]([O:11]CC)=[O:10])=[CH:5][CH:4]=[N:3]1.[OH-].[Na+]. Product: [CH3:1][N:2]1[C:6]([CH2:7][CH2:8][C:9]([OH:11])=[O:10])=[CH:5][CH:4]=[N:3]1. The catalyst class is: 8. (6) Reactant: [C:1]([O:5][C:6](=[O:21])[N:7]([C@H:9]1[C@H:13]([C:14]2[CH:19]=[CH:18][C:17](Cl)=[CH:16][CH:15]=2)[CH2:12][NH:11][CH2:10]1)[CH3:8])([CH3:4])([CH3:3])[CH3:2].C(N(C(C)C)C(C)C)C.[CH3:31][S:32]([N:35]1[CH2:40][CH2:39][N:38]([C:41](Cl)=[O:42])[CH2:37][CH2:36]1)(=[O:34])=[O:33]. Product: [C:1]([O:5][C:6](=[O:21])[N:7]([C@H:9]1[C@H:13]([C:14]2[CH:19]=[CH:18][CH:17]=[CH:16][CH:15]=2)[CH2:12][N:11]([C:41]([N:38]2[CH2:37][CH2:36][N:35]([S:32]([CH3:31])(=[O:34])=[O:33])[CH2:40][CH2:39]2)=[O:42])[CH2:10]1)[CH3:8])([CH3:4])([CH3:3])[CH3:2]. The catalyst class is: 2. (7) Reactant: [N+:1]([C:4]1[C:5]([N:10]2[CH2:15][CH2:14][C:13](=[CH:16][C:17]#[CH:18])[CH2:12][CH2:11]2)=[N:6][CH:7]=[CH:8][CH:9]=1)([O-:3])=[O:2].[C:19](Cl)(=[O:21])[CH3:20].C(N(CC)CC)C.O. Product: [N+:1]([C:4]1[C:5]([N:10]2[CH2:15][CH2:14][C:13](=[CH:16][C:17]#[C:18][C:19](=[O:21])[CH3:20])[CH2:12][CH2:11]2)=[N:6][CH:7]=[CH:8][CH:9]=1)([O-:3])=[O:2]. The catalyst class is: 356.